Regression. Given two drug SMILES strings and cell line genomic features, predict the synergy score measuring deviation from expected non-interaction effect. From a dataset of NCI-60 drug combinations with 297,098 pairs across 59 cell lines. (1) Drug 1: CN1C(=O)N2C=NC(=C2N=N1)C(=O)N. Drug 2: C(CN)CNCCSP(=O)(O)O. Cell line: NCI-H522. Synergy scores: CSS=3.92, Synergy_ZIP=-0.484, Synergy_Bliss=-0.164, Synergy_Loewe=2.39, Synergy_HSA=1.26. (2) Drug 1: CC(CN1CC(=O)NC(=O)C1)N2CC(=O)NC(=O)C2. Drug 2: CN(CCCl)CCCl.Cl. Cell line: LOX IMVI. Synergy scores: CSS=32.1, Synergy_ZIP=-9.80, Synergy_Bliss=-4.55, Synergy_Loewe=-0.892, Synergy_HSA=-1.02. (3) Drug 1: CC1=C2C(C(=O)C3(C(CC4C(C3C(C(C2(C)C)(CC1OC(=O)C(C(C5=CC=CC=C5)NC(=O)C6=CC=CC=C6)O)O)OC(=O)C7=CC=CC=C7)(CO4)OC(=O)C)O)C)OC(=O)C. Drug 2: C#CCC(CC1=CN=C2C(=N1)C(=NC(=N2)N)N)C3=CC=C(C=C3)C(=O)NC(CCC(=O)O)C(=O)O. Cell line: OVCAR-5. Synergy scores: CSS=45.1, Synergy_ZIP=2.27, Synergy_Bliss=0.0461, Synergy_Loewe=-29.6, Synergy_HSA=-1.18.